This data is from Reaction yield outcomes from USPTO patents with 853,638 reactions. The task is: Predict the reaction yield, written as a fraction of the theoretical maximum amount of product (1.0 means a 100% yield; for example, 0.34 means a 34% yield). (1) The reactants are [NH2:1][C:2]1[CH:3]=[CH:4][C:5]([O:12][C:13]2[CH:14]=[N:15][CH:16]=[C:17]([Cl:19])[CH:18]=2)=[C:6]([C:8](=[O:11])[CH2:9][CH3:10])[CH:7]=1.[CH3:20][O:21][C:22]1[CH:23]=[C:24]([N:30]=[C:31]=[O:32])[CH:25]=[CH:26][C:27]=1[O:28][CH3:29]. The catalyst is C1COCC1. The product is [Cl:19][C:17]1[CH:18]=[C:13]([O:12][C:5]2[CH:4]=[CH:3][C:2]([NH:1][C:31]([NH:30][C:24]3[CH:25]=[CH:26][C:27]([O:28][CH3:29])=[C:22]([O:21][CH3:20])[CH:23]=3)=[O:32])=[CH:7][C:6]=2[C:8](=[O:11])[CH2:9][CH3:10])[CH:14]=[N:15][CH:16]=1. The yield is 0.730. (2) The reactants are C([O:3][CH:4](OCC)[C:5]1[CH:10]=[CH:9][C:8]([CH:11]2[NH:23][C:21]3[C:22]4[C:13](=[N:14][NH:15][C:16](=[O:24])[C:17]=4[CH:18]=[CH:19][CH:20]=3)[CH:12]2[C:25]2[CH:35]=[CH:34][C:28]([C:29]([N:31]([CH3:33])[CH3:32])=[O:30])=[CH:27][CH:26]=2)=[CH:7][CH:6]=1)C.FC(F)(F)C(O)=O. The catalyst is C(#N)C. The product is [CH:4]([C:5]1[CH:6]=[CH:7][C:8]([CH:11]2[NH:23][C:21]3[C:22]4[C:13](=[N:14][NH:15][C:16](=[O:24])[C:17]=4[CH:18]=[CH:19][CH:20]=3)[CH:12]2[C:25]2[CH:26]=[CH:27][C:28]([C:29]([N:31]([CH3:33])[CH3:32])=[O:30])=[CH:34][CH:35]=2)=[CH:9][CH:10]=1)=[O:3]. The yield is 0.910. (3) The reactants are [NH2:1][C:2]1[CH:7]=[C:6]([O:8][C:9]2[CH:14]=[CH:13][C:12]([NH:15][C:16]([C:18]3([C:21]([NH:23][C:24]4[CH:29]=[CH:28][C:27]([F:30])=[CH:26][CH:25]=4)=[O:22])[CH2:20][CH2:19]3)=[O:17])=[C:11]([F:31])[CH:10]=2)[CH:5]=[CH:4][N:3]=1.C([N:34]([CH2:37]C)CC)C.ClC([O:42][C:43]1[CH:48]=CC=[CH:45][CH:44]=1)=O.[O:49]1CCCC1. No catalyst specified. The product is [F:31][C:11]1[CH:10]=[C:9]([O:8][C:6]2[CH:5]=[CH:4][N:3]=[C:2]([NH:1][C:37]([N:34]3[CH2:45][CH2:44][C@@H:43]([OH:42])[CH2:48]3)=[O:49])[CH:7]=2)[CH:14]=[CH:13][C:12]=1[NH:15][C:16]([C:18]1([C:21]([NH:23][C:24]2[CH:25]=[CH:26][C:27]([F:30])=[CH:28][CH:29]=2)=[O:22])[CH2:20][CH2:19]1)=[O:17]. The yield is 0.744. (4) The reactants are Cl[C:2]1[N:3]=[CH:4][C:5]2[N:11]([CH3:12])[C:10](=[O:13])[C:9]([CH3:15])([CH3:14])[CH2:8][N:7]([CH:16]3[CH2:20][CH2:19][CH2:18][CH2:17]3)[C:6]=2[N:21]=1.[NH2:22][C:23]1[CH:47]=[CH:46][C:26]([C:27]([NH:29][C@H:30]2[CH2:35][CH2:34][C@H:33]([N:36]3[CH2:41][CH2:40][N:39]([CH2:42][CH:43]4[CH2:45][CH2:44]4)[CH2:38][CH2:37]3)[CH2:32][CH2:31]2)=[O:28])=[CH:25][C:24]=1[O:48][CH3:49].C(O)(C(F)(F)F)=O.C1(N2CC(C)(C)C(=O)N(C)C3C=NC(NC4C=CC(C(O)=O)=CC=4OC)=NC2=3)CCCC1. No catalyst specified. The product is [CH:16]1([N:7]2[CH2:8][C:9]([CH3:15])([CH3:14])[C:10](=[O:13])[N:11]([CH3:12])[C:5]3[CH:4]=[N:3][C:2]([NH:22][C:23]4[CH:47]=[CH:46][C:26]([C:27]([NH:29][C@H:30]5[CH2:31][CH2:32][C@H:33]([N:36]6[CH2:41][CH2:40][N:39]([CH2:42][CH:43]7[CH2:45][CH2:44]7)[CH2:38][CH2:37]6)[CH2:34][CH2:35]5)=[O:28])=[CH:25][C:24]=4[O:48][CH3:49])=[N:21][C:6]2=3)[CH2:20][CH2:19][CH2:18][CH2:17]1. The yield is 0.0700. (5) The reactants are [Cl:1][C:2]1[CH:3]=[C:4]([N:10]([C:15]2[C:34]([CH:35]3[CH2:37][CH2:36]3)=[CH:33][C:18]3[C:19]([C:29]([NH:31][CH3:32])=[O:30])=[C:20]([C:22]4[CH:27]=[CH:26][C:25]([F:28])=[CH:24][CH:23]=4)[O:21][C:17]=3[CH:16]=2)[S:11]([CH3:14])(=[O:13])=[O:12])[CH:5]=[CH:6][C:7]=1[CH:8]=[O:9].[CH:38]([Mg]Br)=[CH2:39].[Cl-].[NH4+]. The catalyst is C1COCC1. The product is [Cl:1][C:2]1[CH:3]=[C:4]([N:10]([C:15]2[C:34]([CH:35]3[CH2:37][CH2:36]3)=[CH:33][C:18]3[C:19]([C:29]([NH:31][CH3:32])=[O:30])=[C:20]([C:22]4[CH:27]=[CH:26][C:25]([F:28])=[CH:24][CH:23]=4)[O:21][C:17]=3[CH:16]=2)[S:11]([CH3:14])(=[O:13])=[O:12])[CH:5]=[CH:6][C:7]=1[CH:8]([OH:9])[CH:38]=[CH2:39]. The yield is 0.720. (6) The reactants are [O:1]=[C:2]1[NH:6][CH2:5][CH2:4][N:3]1[C:7](Cl)=[O:8].[C:10]1([CH2:16][O:17][C:18]([C:20]2([NH2:26])[CH2:25][CH2:24][CH2:23][CH2:22][CH2:21]2)=[O:19])[CH:15]=[CH:14][CH:13]=[CH:12][CH:11]=1.C(N(CC)CC)C. The catalyst is C(Cl)(Cl)Cl. The product is [C:10]1([CH2:16][O:17][C:18]([C:20]2([NH:26][C:7]([N:3]3[CH2:4][CH2:5][NH:6][C:2]3=[O:1])=[O:8])[CH2:21][CH2:22][CH2:23][CH2:24][CH2:25]2)=[O:19])[CH:11]=[CH:12][CH:13]=[CH:14][CH:15]=1. The yield is 0.820. (7) The reactants are [CH:1]([N:4]1[C:8]2[CH:9]=[CH:10][CH:11]=[CH:12][C:7]=2[N:6]([C:13]([NH:15][CH2:16][CH:17]2[CH2:22][CH2:21][N:20](C(OC(C)(C)C)=O)[CH2:19][CH2:18]2)=[O:14])[C:5]1=[O:30])([CH3:3])[CH3:2]. The catalyst is Cl.CO. The product is [CH:1]([N:4]1[C:8]2[CH:9]=[CH:10][CH:11]=[CH:12][C:7]=2[N:6]([C:13]([NH:15][CH2:16][CH:17]2[CH2:18][CH2:19][NH:20][CH2:21][CH2:22]2)=[O:14])[C:5]1=[O:30])([CH3:3])[CH3:2]. The yield is 0.750.